This data is from Full USPTO retrosynthesis dataset with 1.9M reactions from patents (1976-2016). The task is: Predict the reactants needed to synthesize the given product. (1) Given the product [O:6]=[C:5]1[NH:4][CH2:3][CH2:2][N:7]1[C:8]1[CH:13]=[CH:12][C:11]([CH:14]([CH3:19])[C:15]([O:17][CH3:18])=[O:16])=[CH:10][CH:9]=1, predict the reactants needed to synthesize it. The reactants are: Cl[CH2:2][CH2:3][NH:4][C:5]([NH:7][C:8]1[CH:13]=[CH:12][C:11]([CH:14]([CH3:19])[C:15]([O:17][CH3:18])=[O:16])=[CH:10][CH:9]=1)=[O:6].N12CCCN=C1CCCCC2.CCCCCC.C(OC(=O)C)C. (2) Given the product [CH2:9]([NH:13][C:4](=[O:5])[C:3]([CH3:8])([CH3:7])[CH2:2][OH:1])[CH2:10][CH2:11][CH3:12], predict the reactants needed to synthesize it. The reactants are: [OH:1][CH2:2][C:3]([CH3:8])([CH3:7])[C:4](O)=[O:5].[CH2:9]([NH2:13])[CH2:10][CH2:11][CH3:12].C1C=CC2N(O)N=NC=2C=1.CCN(C(C)C)C(C)C. (3) Given the product [CH2:1]([O:7][C:8]1[CH:13]=[CH:12][N:11]=[C:10]([CH2:14][Cl:19])[C:9]=1[CH3:16])[CH2:2][CH2:3][CH2:4][CH2:5][CH3:6], predict the reactants needed to synthesize it. The reactants are: [CH2:1]([O:7][C:8]1[CH:13]=[CH:12][N:11]=[C:10]([CH2:14]O)[C:9]=1[CH3:16])[CH2:2][CH2:3][CH2:4][CH2:5][CH3:6].S(Cl)([Cl:19])=O. (4) Given the product [C:26]([C:30]1[CH:34]=[C:33]([NH:35][C:36]([NH:4][C:3]2[CH:5]=[CH:6][C:7]([O:9][C:10]3[C:19]4=[N:18][CH:17]=[C:16]([N:20]5[CH2:25][CH2:24][O:23][CH2:22][CH2:21]5)[N:15]=[C:14]4[N:13]=[CH:12][CH:11]=3)=[CH:8][C:2]=2[F:1])=[O:37])[N:32]([C:38]2[CH:43]=[CH:42][CH:41]=[CH:40][CH:39]=2)[N:31]=1)([CH3:29])([CH3:27])[CH3:28], predict the reactants needed to synthesize it. The reactants are: [F:1][C:2]1[CH:8]=[C:7]([O:9][C:10]2[C:19]3[C:14](=[N:15][C:16]([N:20]4[CH2:25][CH2:24][O:23][CH2:22][CH2:21]4)=[CH:17][N:18]=3)[N:13]=[CH:12][CH:11]=2)[CH:6]=[CH:5][C:3]=1[NH2:4].[C:26]([C:30]1[CH:34]=[C:33]([N:35]=[C:36]=[O:37])[N:32]([C:38]2[CH:43]=[CH:42][CH:41]=[CH:40][CH:39]=2)[N:31]=1)([CH3:29])([CH3:28])[CH3:27].CCCCCC. (5) Given the product [F:14][C:9]1[CH:10]=[CH:11][CH:12]=[CH:13][C:8]=1[C:6]1[CH:7]=[C:2]([O:18][CH2:15][C:16]#[CH:17])[N:3]=[CH:4][N:5]=1, predict the reactants needed to synthesize it. The reactants are: Cl[C:2]1[CH:7]=[C:6]([C:8]2[CH:13]=[CH:12][CH:11]=[CH:10][C:9]=2[F:14])[N:5]=[CH:4][N:3]=1.[CH2:15]([OH:18])[C:16]#[CH:17].[H-].[Na+].O. (6) Given the product [BrH:14].[OH:2][C:3]1[CH:13]=[CH:12][C:6]2[CH2:7][CH2:8][NH:9][CH2:10][CH2:11][C:5]=2[CH:4]=1, predict the reactants needed to synthesize it. The reactants are: C[O:2][C:3]1[CH:13]=[CH:12][C:6]2[CH2:7][CH2:8][NH:9][CH2:10][CH2:11][C:5]=2[CH:4]=1.[BrH:14]. (7) The reactants are: [N:1]([CH2:4][CH:5]1[CH2:9][C:8]2[CH:10]=[CH:11][CH:12]=[C:13]([C:14]3[CH:19]=[CH:18][C:17]([Cl:20])=[CH:16][C:15]=3[Cl:21])[C:7]=2[O:6]1)=[N+]=[N-]. Given the product [Cl:21][C:15]1[CH:16]=[C:17]([Cl:20])[CH:18]=[CH:19][C:14]=1[C:13]1[C:7]2[O:6][CH:5]([CH2:4][NH2:1])[CH2:9][C:8]=2[CH:10]=[CH:11][CH:12]=1, predict the reactants needed to synthesize it.